From a dataset of Forward reaction prediction with 1.9M reactions from USPTO patents (1976-2016). Predict the product of the given reaction. (1) Given the reactants Cl[CH2:2][C:3]([N:5]1[CH2:10][CH2:9][N:8]([S:11]([C:14]2[CH:23]=[CH:22][C:21]3[C:16](=[CH:17][CH:18]=[CH:19][CH:20]=3)[CH:15]=2)(=[O:13])=[O:12])[CH2:7][CH2:6]1)=[O:4].[CH3:24][O:25][C:26]([C:28]1[CH:38]=[CH:37][C:31]([O:32]CC(O)=O)=[CH:30][CH:29]=1)=[O:27].CCN(C(C)C)C(C)C.CN(C(ON1N=NC2C=CC=NC1=2)=[N+](C)C)C.F[P-](F)(F)(F)(F)F, predict the reaction product. The product is: [CH:15]1[C:16]2[C:21](=[CH:20][CH:19]=[CH:18][CH:17]=2)[CH:22]=[CH:23][C:14]=1[S:11]([N:8]1[CH2:9][CH2:10][N:5]([C:3](=[O:4])[CH2:2][O:32][C:31]2[CH:30]=[CH:29][C:28]([C:26]([O:25][CH3:24])=[O:27])=[CH:38][CH:37]=2)[CH2:6][CH2:7]1)(=[O:13])=[O:12]. (2) Given the reactants F[C:2]1[CH:9]=[CH:8][C:5]([C:6]#[N:7])=[C:4]([CH3:10])[CH:3]=1.O.[NH2:12][NH2:13].O.[ClH:15], predict the reaction product. The product is: [ClH:15].[NH:12]([C:2]1[CH:9]=[CH:8][C:5]([C:6]#[N:7])=[C:4]([CH3:10])[CH:3]=1)[NH2:13]. (3) Given the reactants CCC(CO[C:8]([C:21]([N:23](CC[NH+](C)C)C)=O)(C1C=CC=CC=1)[C:9]1[CH:14]=[CH:13][CH:12]=[CH:11][CH:10]=1)CC.[Cl-].C(N(CC(O)=O)CC(O)=O)CN(CC(O)=O)CC(O)=[O:36].[OH-:51].[Na+], predict the reaction product. The product is: [NH2:23][CH2:21][CH2:8][C:9]1[CH:14]=[CH:13][C:12]([OH:36])=[C:11]([OH:51])[CH:10]=1.